Dataset: Acute oral toxicity (LD50) regression data from Zhu et al.. Task: Regression/Classification. Given a drug SMILES string, predict its toxicity properties. Task type varies by dataset: regression for continuous values (e.g., LD50, hERG inhibition percentage) or binary classification for toxic/non-toxic outcomes (e.g., AMES mutagenicity, cardiotoxicity, hepatotoxicity). Dataset: ld50_zhu. (1) The drug is O=[N+]([O-])OCCO[N+](=O)[O-]. The rat oral LD50 is 2.52, given as -log10 of the dose in mol/kg body weight (higher means more acutely toxic). (2) The drug is O=C(O)CSc1cccc2cccc(CCl)c12. The rat oral LD50 is 2.03, given as -log10 of the dose in mol/kg body weight (higher means more acutely toxic). (3) The compound is O=[N+]([O-])c1cc([N+](=O)[O-])c(Nc2cc(C(F)(F)F)ccc2Cl)c(C(F)(F)F)c1. The rat oral LD50 is 3.66, given as -log10 of the dose in mol/kg body weight (higher means more acutely toxic). (4) The molecule is CC(C=O)c1ccccc1. The rat oral LD50 is 1.68, given as -log10 of the dose in mol/kg body weight (higher means more acutely toxic).